From a dataset of Forward reaction prediction with 1.9M reactions from USPTO patents (1976-2016). Predict the product of the given reaction. (1) Given the reactants [CH3:1][CH:2]([CH2:8][CH2:9][CH2:10][CH3:11])[CH2:3][CH2:4][C:5](O)=[O:6].O=S(Cl)[Cl:14], predict the reaction product. The product is: [CH3:1][CH:2]([CH2:8][CH2:9][CH2:10][CH3:11])[CH2:3][CH2:4][C:5]([Cl:14])=[O:6]. (2) The product is: [K+:52].[Cl:1][C:2]1[CH:7]=[C:6]([N:8]([C:13]2[C:32]([CH:33]3[CH2:35][CH2:34]3)=[CH:31][C:16]3[C:17]([C:27](=[O:30])[NH:28][CH3:29])=[C:18]([C:20]4[CH:21]=[CH:22][C:23]([F:26])=[CH:24][CH:25]=4)[O:19][C:15]=3[CH:14]=2)[S:9]([CH3:12])(=[O:11])=[O:10])[CH:5]=[CH:4][C:3]=1[B-:36]12[O:39][CH2:40][C:41]([CH3:45])([CH2:43][O:37]1)[CH2:42][O:38]2. Given the reactants [Cl:1][C:2]1[CH:7]=[C:6]([N:8]([C:13]2[C:32]([CH:33]3[CH2:35][CH2:34]3)=[CH:31][C:16]3[C:17]([C:27](=[O:30])[NH:28][CH3:29])=[C:18]([C:20]4[CH:25]=[CH:24][C:23]([F:26])=[CH:22][CH:21]=4)[O:19][C:15]=3[CH:14]=2)[S:9]([CH3:12])(=[O:11])=[O:10])[CH:5]=[CH:4][C:3]=1[B:36]([OH:38])[OH:37].[OH:39][CH2:40][C:41]([CH2:45]O)([CH2:43]O)[CH3:42].CC(C)([O-])C.[K+:52].C1COCC1, predict the reaction product. (3) Given the reactants [F:1][C:2]1[CH:7]=[CH:6][CH:5]=[C:4]([F:8])[C:3]=1[N:9]1[C:14]2[N:15]=[C:16](S(C)=O)[N:17]=[C:18]([C:19]3[CH:20]=[C:21]([CH:28]=[CH:29][C:30]=3[CH3:31])[C:22]([NH:24][CH2:25][CH2:26][CH3:27])=[O:23])[C:13]=2[CH2:12][NH:11][C:10]1=[O:35].[CH3:36][C:37]([NH:40][CH2:41][CH2:42][CH2:43][NH2:44])([CH3:39])[CH3:38], predict the reaction product. The product is: [F:1][C:2]1[CH:7]=[CH:6][CH:5]=[C:4]([F:8])[C:3]=1[N:9]1[C:14]2[N:15]=[C:16]([NH:44][CH2:43][CH2:42][CH2:41][NH:40][C:37]([CH3:39])([CH3:38])[CH3:36])[N:17]=[C:18]([C:19]3[CH:20]=[C:21]([CH:28]=[CH:29][C:30]=3[CH3:31])[C:22]([NH:24][CH2:25][CH2:26][CH3:27])=[O:23])[C:13]=2[CH2:12][NH:11][C:10]1=[O:35]. (4) The product is: [O:9]1[C:10]2[CH:16]=[CH:15][CH:14]=[CH:13][C:11]=2[N:12]=[C:8]1[C:5]1[CH:6]=[CH:7][C:2]([C:28]2[CH:29]=[CH:30][C:31]3[N:32]([C:36]4[CH:41]=[CH:40][CH:39]=[CH:38][CH:37]=4)[C:33]4[C:25]([C:26]=3[CH:27]=2)=[CH:24][C:23]([C:17]2[CH:22]=[CH:21][CH:20]=[CH:19][CH:18]=2)=[CH:35][CH:34]=4)=[CH:3][CH:4]=1. Given the reactants Br[C:2]1[CH:7]=[CH:6][C:5]([C:8]2[O:9][C:10]3[CH:16]=[CH:15][CH:14]=[CH:13][C:11]=3[N:12]=2)=[CH:4][CH:3]=1.[C:17]1([C:23]2[CH:24]=[C:25]3[C:33](=[CH:34][CH:35]=2)[N:32]([C:36]2[CH:41]=[CH:40][CH:39]=[CH:38][CH:37]=2)[C:31]2[CH:30]=[CH:29][C:28](B(O)O)=[CH:27][C:26]3=2)[CH:22]=[CH:21][CH:20]=[CH:19][CH:18]=1.C1(C)C=CC=CC=1P(C1C=CC=CC=1C)C1C=CC=CC=1C.C(=O)([O-])[O-].[K+].[K+], predict the reaction product.